This data is from Reaction yield outcomes from USPTO patents with 853,638 reactions. The task is: Predict the reaction yield, written as a fraction of the theoretical maximum amount of product (1.0 means a 100% yield; for example, 0.34 means a 34% yield). (1) The reactants are [CH:1]([C:3]1[CH:4]=[C:5]2[C:9](=[CH:10][CH:11]=1)[N:8]([C:12]([N:14]([CH3:16])[CH3:15])=[O:13])[CH:7]=[CH:6]2)=[O:2].[C:17]1([Mg]Br)[CH:22]=[CH:21][CH:20]=[CH:19][CH:18]=1. The catalyst is C1COCC1. The product is [OH:2][CH:1]([C:17]1[CH:22]=[CH:21][CH:20]=[CH:19][CH:18]=1)[C:3]1[CH:4]=[C:5]2[C:9](=[CH:10][CH:11]=1)[N:8]([C:12]([N:14]([CH3:16])[CH3:15])=[O:13])[CH:7]=[CH:6]2. The yield is 1.00. (2) The reactants are [CH2:1]([OH:13])[CH2:2][CH2:3][CH2:4][CH2:5][CH2:6][CH2:7][CH2:8][CH2:9][CH2:10][CH2:11][CH3:12].C(N(CC)CC)C.[Br:21][CH:22]([CH3:26])[C:23](Br)=[O:24]. The catalyst is C1(C)C=CC=CC=1. The product is [Br:21][CH:22]([CH3:26])[C:23]([O:13][CH2:1][CH2:2][CH2:3][CH2:4][CH2:5][CH2:6][CH2:7][CH2:8][CH2:9][CH2:10][CH2:11][CH3:12])=[O:24]. The yield is 0.940. (3) The reactants are [CH3:1][C:2]1[O:6][C:5]([C:7]2[CH:12]=[CH:11][CH:10]=[CH:9][CH:8]=2)=[N:4][C:3]=1[CH2:13][O:14][C:15]1[CH:38]=[CH:37][C:18]([CH2:19][C:20]2[O:21][C:22]([C:31]3[CH:36]=[CH:35][CH:34]=[CH:33][CH:32]=3)=[C:23]([CH2:25][CH2:26][C:27]([O:29]C)=[O:28])[N:24]=2)=[CH:17][CH:16]=1.O.[OH-].[Li+].O1CCCC1.Cl. The catalyst is CO.O. The product is [CH3:1][C:2]1[O:6][C:5]([C:7]2[CH:8]=[CH:9][CH:10]=[CH:11][CH:12]=2)=[N:4][C:3]=1[CH2:13][O:14][C:15]1[CH:38]=[CH:37][C:18]([CH2:19][C:20]2[O:21][C:22]([C:31]3[CH:32]=[CH:33][CH:34]=[CH:35][CH:36]=3)=[C:23]([CH2:25][CH2:26][C:27]([OH:29])=[O:28])[N:24]=2)=[CH:17][CH:16]=1. The yield is 0.850. (4) The reactants are [NH2:1][C:2]([N:4]([CH2:17][C:18]([O:20]CC)=O)[C@@H:5]([C:13]([CH3:16])([CH3:15])[CH3:14])[C:6]([O:8][C:9]([CH3:12])([CH3:11])[CH3:10])=[O:7])=[O:3].C(N(CC)CC)C. The catalyst is CO. The product is [O:3]=[C:2]1[NH:1][C:18](=[O:20])[CH2:17][N:4]1[C@@H:5]([C:13]([CH3:16])([CH3:15])[CH3:14])[C:6]([O:8][C:9]([CH3:12])([CH3:11])[CH3:10])=[O:7]. The yield is 0.850.